Dataset: Peptide-MHC class II binding affinity with 134,281 pairs from IEDB. Task: Regression. Given a peptide amino acid sequence and an MHC pseudo amino acid sequence, predict their binding affinity value. This is MHC class II binding data. (1) The peptide sequence is LIGLRIVFAVLSIVNRVRQG. The MHC is DRB3_0202 with pseudo-sequence DRB3_0202. The binding affinity (normalized) is 0.244. (2) The peptide sequence is DVTITAPGDSPNTDG. The MHC is DRB1_0802 with pseudo-sequence DRB1_0802. The binding affinity (normalized) is 0.148. (3) The peptide sequence is GERSLTTLLRALGAQ. The MHC is DRB1_0404 with pseudo-sequence DRB1_0404. The binding affinity (normalized) is 0.581. (4) The peptide sequence is EKKDFAATQFEPLAA. The MHC is HLA-DQA10401-DQB10402 with pseudo-sequence HLA-DQA10401-DQB10402. The binding affinity (normalized) is 0.572. (5) The peptide sequence is GKIDFLNNYALFLSP. The MHC is DRB3_0202 with pseudo-sequence QEFFIASGAAVDAIMELSFEHYDLQKQNYHVGFT. The binding affinity (normalized) is 0.850.